Dataset: Peptide-MHC class I binding affinity with 185,985 pairs from IEDB/IMGT. Task: Regression. Given a peptide amino acid sequence and an MHC pseudo amino acid sequence, predict their binding affinity value. This is MHC class I binding data. (1) The MHC is Patr-B0101 with pseudo-sequence Patr-B0101. The binding affinity (normalized) is 0. The peptide sequence is FLPSDYFPSV. (2) The peptide sequence is KQIANQFNK. The MHC is HLA-A31:01 with pseudo-sequence HLA-A31:01. The binding affinity (normalized) is 0.705. (3) The MHC is HLA-B57:01 with pseudo-sequence HLA-B57:01. The peptide sequence is RPKPDYSAM. The binding affinity (normalized) is 0.0847. (4) The peptide sequence is AANEIRISK. The MHC is HLA-B35:01 with pseudo-sequence HLA-B35:01. The binding affinity (normalized) is 0.0847. (5) The peptide sequence is ALMDCIMFDA. The MHC is HLA-A02:03 with pseudo-sequence HLA-A02:03. The binding affinity (normalized) is 0.791.